This data is from Acute oral toxicity (LD50) regression data from Zhu et al.. The task is: Regression/Classification. Given a drug SMILES string, predict its toxicity properties. Task type varies by dataset: regression for continuous values (e.g., LD50, hERG inhibition percentage) or binary classification for toxic/non-toxic outcomes (e.g., AMES mutagenicity, cardiotoxicity, hepatotoxicity). Dataset: ld50_zhu. The compound is CCCC(CCC)C(C)NC(=O)CC. The rat oral LD50 is 2.45, given as -log10 of the dose in mol/kg body weight (higher means more acutely toxic).